From a dataset of Catalyst prediction with 721,799 reactions and 888 catalyst types from USPTO. Predict which catalyst facilitates the given reaction. (1) Reactant: [Cl:1][C:2]1[CH:30]=[CH:29][C:5]2[NH:6][C:7]([C@@H:9]([NH:13][C:14]([C:16]3[CH:24]=[CH:23][C:19]([C:20]([OH:22])=O)=[C:18]([C:25]([F:28])([F:27])[F:26])[CH:17]=3)=[O:15])[CH2:10][O:11][CH3:12])=[N:8][C:4]=2[CH:3]=1.CN(C(O[N:39]1N=NC2C=[CH:43][CH:44]=[CH:45][C:40]1=2)=[N+](C)C)C.[B-](F)(F)(F)F.C(N(C(C)C)CC)(C)C.N1CC=CC1.ClCl. Product: [Cl:1][C:2]1[CH:30]=[CH:29][C:5]2[NH:6][C:7]([C@@H:9]([NH:13][C:14](=[O:15])[C:16]3[CH:24]=[CH:23][C:19]([C:20]([N:39]4[CH2:40][CH:45]=[CH:44][CH2:43]4)=[O:22])=[C:18]([C:25]([F:26])([F:28])[F:27])[CH:17]=3)[CH2:10][O:11][CH3:12])=[N:8][C:4]=2[CH:3]=1. The catalyst class is: 7. (2) Reactant: Cl[C:2]1[C:11]2[C:6](=[CH:7][CH:8]=[CH:9][CH:10]=2)[C:5]([N:12]2[CH2:17][CH2:16][N:15]([C:18]([O:20][C:21]([CH3:24])([CH3:23])[CH3:22])=[O:19])[C@@H:14]([CH3:25])[CH2:13]2)=[N:4][N:3]=1.[CH3:26][O:27][C:28]1[CH:33]=[CH:32][C:31](B(O)O)=[CH:30][CH:29]=1.[F-].[Cs+]. Product: [CH3:26][O:27][C:28]1[CH:33]=[CH:32][C:31]([C:2]2[C:11]3[C:6](=[CH:7][CH:8]=[CH:9][CH:10]=3)[C:5]([N:12]3[CH2:17][CH2:16][N:15]([C:18]([O:20][C:21]([CH3:24])([CH3:23])[CH3:22])=[O:19])[C@@H:14]([CH3:25])[CH2:13]3)=[N:4][N:3]=2)=[CH:30][CH:29]=1. The catalyst class is: 12. (3) Reactant: N1(C(C(O)=O)N[C:12]([O:14][CH2:15][C:16]2[CH:21]=[CH:20][CH:19]=[CH:18][CH:17]=2)=[O:13])C2C=CC=CC=2N=N1.C(Cl)(=O)C(Cl)=O.C[N:32](C=O)C.[NH2:36][C:37]1[CH:42]=[CH:41][CH:40]=[CH:39][C:38]=1[C:43](=O)[CH:44]([CH3:46])[CH3:45].C[N:49]1CC[O:52][CH2:51][CH2:50]1.C([O-])(=O)C.[NH4+]. Product: [CH2:15]([O:14][C:12]([CH:50]1[N:49]=[C:43]([CH:44]([CH3:46])[CH3:45])[C:38]2[CH:39]=[CH:40][CH:41]=[CH:42][C:37]=2[N:36]([NH2:32])[C:51]1=[O:52])=[O:13])[C:16]1[CH:17]=[CH:18][CH:19]=[CH:20][CH:21]=1. The catalyst class is: 1. (4) Reactant: [AlH](CC(C)C)CC(C)C.[F:10][C:11]1[CH:12]=[CH:13][C:14]2[C:15]3[CH2:24][CH2:23][NH:22][C:21](=O)[C@H:20]([CH3:26])[C:16]=3[NH:17][C:18]=2[CH:19]=1. Product: [F:10][C:11]1[CH:12]=[CH:13][C:14]2[C:15]3[CH2:24][CH2:23][NH:22][CH2:21][C@@H:20]([CH3:26])[C:16]=3[NH:17][C:18]=2[CH:19]=1. The catalyst class is: 168. (5) Reactant: [CH2:1]([O:3][C:4]([C:6]1([NH:9][C:10]2[N:15]=[C:14]([O:16][CH2:17][C:18]([F:21])([F:20])[F:19])[N:13]=[C:12]([NH:22][C:23]3[CH:31]=[CH:30][C:26]([C:27](O)=[O:28])=[CH:25][CH:24]=3)[N:11]=2)[CH2:8][CH2:7]1)=[O:5])[CH3:2].[NH2:32][CH2:33][CH2:34][CH2:35][CH2:36][NH:37]C(=O)OC(C)(C)C.F[B-](F)(F)F.N1(OC(N(C)C)=[N+](C)C)C2C=CC=CC=2N=N1.CCN(C(C)C)C(C)C. Product: [NH2:32][CH2:33][CH2:34][CH2:35][CH2:36][NH:37][C:27]([C:26]1[CH:25]=[CH:24][C:23]([NH:22][C:12]2[N:13]=[C:14]([O:16][CH2:17][C:18]([F:20])([F:21])[F:19])[N:15]=[C:10]([NH:9][C:6]3([C:4]([O:3][CH2:1][CH3:2])=[O:5])[CH2:8][CH2:7]3)[N:11]=2)=[CH:31][CH:30]=1)=[O:28]. The catalyst class is: 3. (6) Reactant: [CH2:1]([O:8][C:9](=[O:27])[NH:10][C@H:11]([C:15](=[O:26])[NH:16][CH2:17][CH2:18][CH:19]([O:23][CH2:24][CH3:25])[O:20][CH2:21][CH3:22])[C@@H:12]([OH:14])[CH3:13])[C:2]1[CH:7]=[CH:6][CH:5]=[CH:4][CH:3]=1.[C:28](O)(=[O:42])[CH2:29][CH2:30][CH2:31][CH2:32][CH2:33][CH2:34][CH2:35][CH2:36][CH2:37][CH2:38][CH2:39][CH2:40][CH3:41].C1(N=C=NC2CCCCC2)CCCCC1.CN(C1C=CC=CN=1)C. Product: [C:28]([O:14][C@@H:12]([CH3:13])[C@H:11]([NH:10][C:9]([O:8][CH2:1][C:2]1[CH:7]=[CH:6][CH:5]=[CH:4][CH:3]=1)=[O:27])[C:15]([NH:16][CH2:17][CH2:18][CH:19]([O:20][CH2:21][CH3:22])[O:23][CH2:24][CH3:25])=[O:26])(=[O:42])[CH2:29][CH2:30][CH2:31][CH2:32][CH2:33][CH2:34][CH2:35][CH2:36][CH2:37][CH2:38][CH2:39][CH2:40][CH3:41]. The catalyst class is: 2. (7) Reactant: [Br:1][C:2]1[C:3]([CH3:18])=[C:4]([NH:11]C(=O)C(F)(F)F)[C:5]([N+:8]([O-:10])=[O:9])=[CH:6][CH:7]=1.C(=O)([O-])[O-].[K+].[K+].O.Cl. Product: [Br:1][C:2]1[C:3]([CH3:18])=[C:4]([C:5]([N+:8]([O-:10])=[O:9])=[CH:6][CH:7]=1)[NH2:11]. The catalyst class is: 5.